This data is from Retrosynthesis with 50K atom-mapped reactions and 10 reaction types from USPTO. The task is: Predict the reactants needed to synthesize the given product. (1) Given the product CCOC(=O)c1cnc2c(ccn2S(=O)(=O)c2ccc(C)cc2)c1NC1CCCCC1, predict the reactants needed to synthesize it. The reactants are: CCOC(=O)c1cnc2c(ccn2S(=O)(=O)c2ccc(C)cc2)c1Cl.NC1CCCCC1. (2) Given the product O=C1NC(=S)S/C1=C\c1cc(F)ccc1O, predict the reactants needed to synthesize it. The reactants are: O=C1CSC(=S)N1.O=Cc1cc(F)ccc1O. (3) Given the product OC1CN(Cc2ccnc(Cl)c2)C1, predict the reactants needed to synthesize it. The reactants are: O=Cc1ccnc(Cl)c1.OC1CNC1.